This data is from NCI-60 drug combinations with 297,098 pairs across 59 cell lines. The task is: Regression. Given two drug SMILES strings and cell line genomic features, predict the synergy score measuring deviation from expected non-interaction effect. Drug 1: C1CN1C2=NC(=NC(=N2)N3CC3)N4CC4. Drug 2: CN(CCCl)CCCl.Cl. Cell line: OVCAR-8. Synergy scores: CSS=12.7, Synergy_ZIP=-12.1, Synergy_Bliss=-7.30, Synergy_Loewe=-7.45, Synergy_HSA=-5.14.